This data is from Forward reaction prediction with 1.9M reactions from USPTO patents (1976-2016). The task is: Predict the product of the given reaction. (1) Given the reactants [Cl:1][C:2]1[CH:3]=[C:4]([N:17]([C:28]2[CH:33]=[CH:32][C:31]([F:34])=[CH:30][C:29]=2[CH3:35])[C:18]([O:20][CH:21]([O:23][C:24](=[O:27])[CH2:25][CH3:26])C)=[O:19])[CH:5]=[CH:6][C:7]=1[C:8](=[O:16])[C:9]1[CH:14]=[CH:13][CH:12]=[CH:11][C:10]=1[CH3:15].ClCOC(=O)N(C1C=CC(C(=O)C2C=CC=CC=2C)=C(Cl)C=1)[C:41]1C=CC(F)=C[C:42]=1C.C1(C([O-])=O)CCC1.C([N+](CCCC)(CCCC)CCCC)CCC, predict the reaction product. The product is: [Cl:1][C:2]1[CH:3]=[C:4]([N:17]([C:28]2[CH:33]=[CH:32][C:31]([F:34])=[CH:30][C:29]=2[CH3:35])[C:18]([O:20][CH2:21][O:23][C:24]([CH:25]2[CH2:26][CH2:42][CH2:41]2)=[O:27])=[O:19])[CH:5]=[CH:6][C:7]=1[C:8](=[O:16])[C:9]1[CH:14]=[CH:13][CH:12]=[CH:11][C:10]=1[CH3:15]. (2) Given the reactants [CH3:1][C:2]1[CH:3]=[C:4]([OH:8])[CH:5]=[CH:6][CH:7]=1.Cl[C:10]1[C:19]2[C:14](=[CH:15][C:16]([O:20][CH3:21])=[CH:17][CH:18]=2)[CH:13]=[C:12]([NH:22][C:23]2[CH:27]=[C:26]([CH3:28])[NH:25][N:24]=2)[N:11]=1, predict the reaction product. The product is: [CH3:28][C:26]1[NH:25][N:24]=[C:23]([NH:22][C:12]2[N:11]=[C:10]([O:8][C:4]3[CH:3]=[C:2]([CH3:1])[CH:7]=[CH:6][CH:5]=3)[C:19]3[C:14]([CH:13]=2)=[CH:15][C:16]([O:20][CH3:21])=[CH:17][CH:18]=3)[CH:27]=1.